Task: Predict the product of the given reaction.. Dataset: Forward reaction prediction with 1.9M reactions from USPTO patents (1976-2016) (1) Given the reactants [Cl:1][C:2]1[CH:7]=[CH:6][C:5]([OH:8])=[CH:4][C:3]=1[CH:9]([CH3:28])[C:10]([C:16]1[CH:17]=[CH:18][C:19]2[O:24][CH2:23][C:22](=[O:25])[N:21]([CH3:26])[C:20]=2[CH:27]=1)([OH:15])[C:11]([F:14])([F:13])[F:12].[CH2:29]([O:31][C:32]([C:34]1[CH:35]=[C:36](B(O)O)[CH:37]=[CH:38][CH:39]=1)=[O:33])[CH3:30].N1C=CC=CC=1, predict the reaction product. The product is: [CH2:29]([O:31][C:32](=[O:33])[C:34]1[CH:35]=[CH:36][CH:37]=[C:38]([O:8][C:5]2[CH:6]=[CH:7][C:2]([Cl:1])=[C:3]([CH:9]([CH3:28])[C:10]([OH:15])([C:16]3[CH:17]=[CH:18][C:19]4[O:24][CH2:23][C:22](=[O:25])[N:21]([CH3:26])[C:20]=4[CH:27]=3)[C:11]([F:12])([F:13])[F:14])[CH:4]=2)[CH:39]=1)[CH3:30]. (2) Given the reactants [CH3:31][O:30][C:23]1[CH:24]=[CH:25][CH:26]=[C:27](OC)[C:22]=1P([C:22]1[C:27](OC)=[CH:26][CH:25]=[CH:24][C:23]=1[O:30][CH3:31])[C:24]1[C:23]([O:30][CH3:31])=[CH:22][CH:27]=[CH:26][C:25]=1OC.[C:32]([O:35][C:36]1C=CC=C[CH:37]=1)(=[O:34])[CH3:33].[C:42]1([OH:48])[CH:47]=[CH:46][CH:45]=[CH:44][CH:43]=1.C(OC1C=CC=CC=1)C1OC1, predict the reaction product. The product is: [C:32]([O:35][CH:36]([CH2:31][O:30][C:23]1[CH:22]=[CH:27][CH:26]=[CH:25][CH:24]=1)[CH2:37][O:48][C:42]1[CH:47]=[CH:46][CH:45]=[CH:44][CH:43]=1)(=[O:34])[CH3:33].